From a dataset of Reaction yield outcomes from USPTO patents with 853,638 reactions. Predict the reaction yield, written as a fraction of the theoretical maximum amount of product (1.0 means a 100% yield; for example, 0.34 means a 34% yield). The reactants are [CH3:1][C:2]1[C:6]([CH2:7][CH2:8][NH:9][C:10]([C:12]2[C:20]3[N:19]=[C:18]([C:21]4[O:22][CH:23]=[CH:24][CH:25]=4)[NH:17][C:16]=3[C:15]([O:26]C)=[CH:14][CH:13]=2)=[O:11])=[C:5]([CH3:28])[O:4][N:3]=1.B(Br)(Br)Br. No catalyst specified. The product is [CH3:1][C:2]1[C:6]([CH2:7][CH2:8][NH:9][C:10]([C:12]2[C:20]3[N:19]=[C:18]([C:21]4[O:22][CH:23]=[CH:24][CH:25]=4)[NH:17][C:16]=3[C:15]([OH:26])=[CH:14][CH:13]=2)=[O:11])=[C:5]([CH3:28])[O:4][N:3]=1. The yield is 0.0700.